Dataset: Forward reaction prediction with 1.9M reactions from USPTO patents (1976-2016). Task: Predict the product of the given reaction. (1) Given the reactants [F:1][C:2]([F:17])([F:16])[C:3]1[CH:8]=[CH:7][C:6]([C:9](=O)[CH2:10][CH2:11][C:12](=O)[CH3:13])=[CH:5][CH:4]=1.Cl.[NH2:19][CH2:20][C:21]([O:23][CH2:24][CH3:25])=[O:22].C(N(CC)CC)C, predict the reaction product. The product is: [CH3:13][C:12]1[N:19]([CH2:20][C:21]([O:23][CH2:24][CH3:25])=[O:22])[C:9]([C:6]2[CH:7]=[CH:8][C:3]([C:2]([F:17])([F:16])[F:1])=[CH:4][CH:5]=2)=[CH:10][CH:11]=1. (2) Given the reactants [OH:1][CH:2]([C:7]1[N:12]([CH3:13])[C:11](=[O:14])[C:10]2[S:15][C:16]3[CH2:21][CH2:20][CH2:19][CH2:18][C:17]=3[C:9]=2[C:8]=1[C:22]1[C:23]([CH3:32])=[C:24]2[C:29](=[CH:30][CH:31]=1)[O:28][CH2:27][CH2:26][CH2:25]2)[C:3]([O:5][CH3:6])=[O:4].C([O-])(O)=O.[Na+], predict the reaction product. The product is: [CH3:6][O:5][C:3](=[O:4])[CH:2]([O:1][C:8]([CH3:22])([CH3:9])[CH3:7])[C:7]1[N:12]([CH3:13])[C:11](=[O:14])[C:10]2[S:15][C:16]3[CH2:21][CH2:20][CH2:19][CH2:18][C:17]=3[C:9]=2[C:8]=1[C:22]1[C:23]([CH3:32])=[C:24]2[C:29](=[CH:30][CH:31]=1)[O:28][CH2:27][CH2:26][CH2:25]2. (3) Given the reactants [OH:1][CH2:2][C:3]1[CH:8]=[CH:7][C:6]([C:9]([OH:12])([CH3:11])[CH3:10])=[CH:5][CH:4]=1, predict the reaction product. The product is: [OH:12][C:9]([C:6]1[CH:7]=[CH:8][C:3]([CH:2]=[O:1])=[CH:4][CH:5]=1)([CH3:11])[CH3:10]. (4) Given the reactants [F:1][C:2]([F:26])([F:25])[O:3][C:4]1[CH:9]=[CH:8][C:7]([N:10]2[CH:14]=[N:13][C:12]([C:15]3[CH:20]=[CH:19][C:18]([CH2:21][CH2:22][CH2:23][NH2:24])=[CH:17][CH:16]=3)=[N:11]2)=[CH:6][CH:5]=1.[CH3:27][C:28]1[CH:29]=[CH:30][C:31]([CH2:38][CH2:39][CH3:40])=[C:32]([NH:34][C:35]([NH2:37])=[S:36])[CH:33]=1.[C:41]([O-])(=[O:43])C.[Na+], predict the reaction product. The product is: [CH3:27][C:28]1[CH:29]=[CH:30][C:31]([CH2:38][CH2:39][CH3:40])=[C:32]([NH:34][C:35]([NH:37][C:41]([NH:24][CH2:23][CH2:22][CH2:21][C:18]2[CH:19]=[CH:20][C:15]([C:12]3[N:13]=[CH:14][N:10]([C:7]4[CH:6]=[CH:5][C:4]([O:3][C:2]([F:1])([F:25])[F:26])=[CH:9][CH:8]=4)[N:11]=3)=[CH:16][CH:17]=2)=[O:43])=[S:36])[CH:33]=1. (5) Given the reactants [CH3:1][C:2]1[CH:10]=[CH:9][C:5]([C:6]([NH2:8])=O)=[CH:4][C:3]=1[C:11]1[C:22](=[O:23])[N:21]([CH3:24])[C:14]2[N:15]=[C:16]([S:19][CH3:20])[N:17]=[CH:18][C:13]=2[CH:12]=1, predict the reaction product. The product is: [CH3:1][C:2]1[CH:10]=[CH:9][C:5]([C:6]#[N:8])=[CH:4][C:3]=1[C:11]1[C:22](=[O:23])[N:21]([CH3:24])[C:14]2[N:15]=[C:16]([S:19][CH3:20])[N:17]=[CH:18][C:13]=2[CH:12]=1. (6) Given the reactants [F:1][C:2]1[CH:7]=[CH:6][C:5]([N:8]2[C:12]([C:13]3[N:14]=[CH:15][N:16]([C:18]4[CH:26]=[CH:25][C:21]([C:22](O)=[O:23])=[CH:20][N:19]=4)[CH:17]=3)=[C:11]([CH3:27])[N:10]=[N:9]2)=[CH:4][CH:3]=1.C([O-])(=O)C([O-])=O.[CH2:34]1[C:37]2([CH2:40][NH2+:39][CH2:38]2)[CH2:36][O:35]1.[CH2:34]1[C:37]2([CH2:40][NH2+:39][CH2:38]2)[CH2:36][O:35]1, predict the reaction product. The product is: [F:1][C:2]1[CH:7]=[CH:6][C:5]([N:8]2[C:12]([C:13]3[N:14]=[CH:15][N:16]([C:18]4[N:19]=[CH:20][C:21]([C:22]([N:39]5[CH2:40][C:37]6([CH2:34][O:35][CH2:36]6)[CH2:38]5)=[O:23])=[CH:25][CH:26]=4)[CH:17]=3)=[C:11]([CH3:27])[N:10]=[N:9]2)=[CH:4][CH:3]=1. (7) Given the reactants [N+:1]([C:4]1[CH:5]=[N:6][CH:7]=[CH:8][C:9]=1[N:10]1[CH2:15][CH2:14][NH:13][CH2:12][CH2:11]1)([O-:3])=[O:2].[C:16]([NH:23][CH2:24][C:25](O)=[O:26])([O:18][C:19]([CH3:22])([CH3:21])[CH3:20])=[O:17], predict the reaction product. The product is: [N+:1]([C:4]1[CH:5]=[N:6][CH:7]=[CH:8][C:9]=1[N:10]1[CH2:15][CH2:14][N:13]([C:25](=[O:26])[CH2:24][NH:23][C:16](=[O:17])[O:18][C:19]([CH3:20])([CH3:21])[CH3:22])[CH2:12][CH2:11]1)([O-:3])=[O:2].